Dataset: Forward reaction prediction with 1.9M reactions from USPTO patents (1976-2016). Task: Predict the product of the given reaction. Given the reactants [C:1]([C:3]([CH3:24])([CH3:23])[C:4]1[CH:5]=[C:6]([NH:10][C:11](=[O:22])[C:12]2[CH:17]=[CH:16][C:15]([O:18][CH3:19])=[C:14]([O:20][CH3:21])[CH:13]=2)[CH:7]=[CH:8][CH:9]=1)#[N:2].Cl, predict the reaction product. The product is: [NH2:2][CH2:1][C:3]([C:4]1[CH:5]=[C:6]([NH:10][C:11](=[O:22])[C:12]2[CH:17]=[CH:16][C:15]([O:18][CH3:19])=[C:14]([O:20][CH3:21])[CH:13]=2)[CH:7]=[CH:8][CH:9]=1)([CH3:24])[CH3:23].